Dataset: Reaction yield outcomes from USPTO patents with 853,638 reactions. Task: Predict the reaction yield, written as a fraction of the theoretical maximum amount of product (1.0 means a 100% yield; for example, 0.34 means a 34% yield). (1) No catalyst specified. The yield is 0.230. The product is [C:55]([O:58][C:51]([NH:47][C@H:13]1[CH2:14][C@@H:15]([NH:17][C:18]([O:20][C:21]([CH3:23])([CH3:22])[CH3:24])=[O:19])[CH2:16][N:11]([C:9]([O:8][CH2:1][C:2]2[CH:7]=[CH:6][CH:5]=[CH:4][CH:3]=2)=[O:10])[CH2:12]1)=[O:35])([CH3:57])([CH3:56])[CH3:54]. The reactants are [CH2:1]([O:8][C:9]([N:11]1[CH2:16][C@H:15]([NH:17][C:18]([O:20][C:21]([CH3:24])([CH3:23])[CH3:22])=[O:19])[CH2:14][C@H:13](C(O)=O)[CH2:12]1)=[O:10])[C:2]1[CH:7]=[CH:6][CH:5]=[CH:4][CH:3]=1.C1C=CC(P(N=[N+]=[N-])(C2C=CC=CC=2)=[O:35])=CC=1.CC[N:47]([CH:51](C)C)C(C)C.[CH3:54][C:55]([OH:58])([CH3:57])[CH3:56]. (2) The reactants are [CH:1]([N:4](CC)C(C)C)(C)[CH3:2].BrCC#N.[C:14]([O:18][C:19]([NH:21][C@@H:22]([CH2:26][CH2:27][CH2:28][CH2:29][NH:30][C:31](=[O:48])[C@@H:32]([NH:40][C:41]([O:43][C:44]([CH3:47])([CH3:46])[CH3:45])=[O:42])[CH2:33][S:34][S:35][C:36]([CH3:39])([CH3:38])[CH3:37])[C:23]([OH:25])=[O:24])=[O:20])([CH3:17])([CH3:16])[CH3:15]. The catalyst is C(#N)C. The product is [C:14]([O:18][C:19]([NH:21][C@@H:22]([CH2:26][CH2:27][CH2:28][CH2:29][NH:30][C:31](=[O:48])[C@@H:32]([NH:40][C:41]([O:43][C:44]([CH3:47])([CH3:46])[CH3:45])=[O:42])[CH2:33][S:34][S:35][C:36]([CH3:38])([CH3:39])[CH3:37])[C:23]([O:25][CH2:2][C:1]#[N:4])=[O:24])=[O:20])([CH3:15])([CH3:16])[CH3:17]. The yield is 0.780. (3) The reactants are [NH:1]1[C:9]2[C:4](=[CH:5][CH:6]=[CH:7][CH:8]=2)[C:3]([C:10]([OH:12])=O)=[CH:2]1.[CH2:25]1[CH2:26][CH2:27][CH:22]([N:21]=C=[N:21][CH:22]2[CH2:27][CH2:26][CH2:25][CH2:24][CH2:23]2)[CH2:23][CH2:24]1.[CH3:28][N:29]([CH:31]=[O:32])C. No catalyst specified. The product is [CH3:23][C:24]1[C:25]([O:32][C:31]2[N:29]=[CH:28][C:2]([NH:1][C:10]([C:3]3[C:4]4[C:9](=[CH:8][CH:7]=[CH:6][CH:5]=4)[NH:1][CH:2]=3)=[O:12])=[CH:3][CH:4]=2)=[CH:26][CH:27]=[CH:22][N:21]=1. The yield is 0.470. (4) The reactants are [C:1]([C:3]1[O:7][C:6]([C:8](Cl)=[O:9])=[CH:5][CH:4]=1)#[N:2].[CH3:11][N:12]1[CH2:17][CH2:16][N:15]([C:18]2[CH:23]=[CH:22][C:21]([NH2:24])=[C:20]([C:25]3[C:29]([CH3:30])=[CH:28][S:27][CH:26]=3)[CH:19]=2)[CH2:14][CH2:13]1.CCN(C(C)C)C(C)C. No catalyst specified. The product is [CH3:11][N:12]1[CH2:17][CH2:16][N:15]([C:18]2[CH:23]=[CH:22][C:21]([NH:24][C:8]([C:6]3[O:7][C:3]([C:1]#[N:2])=[CH:4][CH:5]=3)=[O:9])=[C:20]([C:25]3[C:29]([CH3:30])=[CH:28][S:27][CH:26]=3)[CH:19]=2)[CH2:14][CH2:13]1. The yield is 0.240. (5) The reactants are [CH2:1]([CH:3]([CH2:27][CH2:28][CH2:29][CH3:30])[CH2:4][O:5][C:6]1[C:15]2[C:10](=[C:11]([O:17][CH2:18][CH:19]([CH2:24][CH3:25])[CH2:20][CH2:21][CH2:22][CH3:23])[C:12](Br)=[CH:13][CH:14]=2)[CH:9]=[CH:8][C:7]=1Br)[CH3:2].C([Li])CCC.CN([CH:39]=[O:40])C.[O:41]1CCC[CH2:42]1. No catalyst specified. The product is [CH2:1]([CH:3]([CH2:27][CH2:28][CH2:29][CH3:30])[CH2:4][O:5][C:6]1[C:15]2[C:10](=[C:11]([O:17][CH2:18][CH:19]([CH2:24][CH3:25])[CH2:20][CH2:21][CH2:22][CH3:23])[C:12]([CH:42]=[O:41])=[CH:13][CH:14]=2)[CH:9]=[CH:8][C:7]=1[CH:39]=[O:40])[CH3:2]. The yield is 0.450. (6) The reactants are [Cl:1][C:2]1[CH:19]=[C:18]([N+:20]([O-])=O)[CH:17]=[C:16]([Cl:23])[C:3]=1[O:4][C:5]1[CH:6]=[N:7][C:8]2[C:13]([CH:14]=1)=[CH:12][C:11]([CH3:15])=[CH:10][CH:9]=2.[NH4+].[Cl-]. The catalyst is CCO.C1COCC1.O.[Fe]. The yield is 0.980. The product is [Cl:1][C:2]1[CH:19]=[C:18]([NH2:20])[CH:17]=[C:16]([Cl:23])[C:3]=1[O:4][C:5]1[CH:6]=[N:7][C:8]2[C:13]([CH:14]=1)=[CH:12][C:11]([CH3:15])=[CH:10][CH:9]=2. (7) The reactants are C([O:7][C:8]1[CH:13]=[C:12]([CH2:14][CH2:15]OS(C)(=O)=O)[O:11][C:10](=[O:21])[C:9]=1[C:22]1[C:27]([CH3:28])=[CH:26][C:25]([CH3:29])=[CH:24][C:23]=1[CH3:30])(=O)C(C)(C)C.[CH3:31][C:32]1[CH:37]=[CH:36][C:35]([SH:38])=[CH:34][CH:33]=1.C([O-])([O-])=O.[K+].[K+].Cl. The catalyst is O1CCCC1. The product is [OH:7][C:8]1[CH:13]=[C:12]([CH2:14][CH2:15][S:38][C:35]2[CH:36]=[CH:37][C:32]([CH3:31])=[CH:33][CH:34]=2)[O:11][C:10](=[O:21])[C:9]=1[C:22]1[C:27]([CH3:28])=[CH:26][C:25]([CH3:29])=[CH:24][C:23]=1[CH3:30]. The yield is 0.710. (8) The reactants are [H-].[Al+3].[Li+].[H-].[H-].[H-].[CH3:7][C:8]1[S:9][C:10]([C:17]2[CH:18]=[C:19]([CH3:23])[CH:20]=[CH:21][CH:22]=2)=[C:11]([C:13](OC)=[O:14])[N:12]=1.O. The catalyst is C1COCC1. The product is [CH3:7][C:8]1[S:9][C:10]([C:17]2[CH:18]=[C:19]([CH3:23])[CH:20]=[CH:21][CH:22]=2)=[C:11]([CH2:13][OH:14])[N:12]=1. The yield is 0.560. (9) The reactants are [CH2:1]([C:3]1[CH:8]=[CH:7][C:6]([S:9]([NH:12][CH:13]2[CH2:18][CH2:17][N:16](C(OC(C)(C)C)=O)[CH2:15][CH2:14]2)(=[O:11])=[O:10])=[CH:5][CH:4]=1)[CH3:2].[F:26][C:27]([F:32])([F:31])[C:28]([OH:30])=[O:29]. No catalyst specified. The yield is 0.995. The product is [CH2:1]([C:3]1[CH:8]=[CH:7][C:6]([S:9]([NH:12][CH:13]2[CH2:18][CH2:17][NH:16][CH2:15][CH2:14]2)(=[O:10])=[O:11])=[CH:5][CH:4]=1)[CH3:2].[F:26][C:27]([F:32])([F:31])[C:28]([OH:30])=[O:29].